From a dataset of Full USPTO retrosynthesis dataset with 1.9M reactions from patents (1976-2016). Predict the reactants needed to synthesize the given product. (1) Given the product [Cl:1][C:2]1[CH:3]=[CH:4][C:5]([C:8]2[S:12][C:11]([CH3:13])=[C:10]([CH:14]3[C:15](=[O:27])[CH:16]([CH2:21][CH:22]4[CH2:26][CH2:25][O:24][CH2:23]4)[CH2:17][C:18]3=[O:19])[CH:9]=2)=[CH:6][CH:7]=1, predict the reactants needed to synthesize it. The reactants are: [Cl:1][C:2]1[CH:7]=[CH:6][C:5]([C:8]2[S:12][C:11]([CH3:13])=[C:10]([C:14]3[C:15](=[O:27])[CH:16]([CH2:21][CH:22]4[CH2:26][CH2:25][O:24][CH2:23]4)[CH2:17][C:18]=3[O:19]C)[CH:9]=2)=[CH:4][CH:3]=1.Cl. (2) Given the product [NH2:15][C:4]1[CH:3]=[C:2]([CH3:1])[CH:7]=[CH:6][C:5]=1/[CH:8]=[CH:9]/[C:10]([O:12][CH2:13][CH3:14])=[O:11], predict the reactants needed to synthesize it. The reactants are: [CH3:1][C:2]1[CH:7]=[CH:6][C:5](/[CH:8]=[CH:9]/[C:10]([O:12][CH2:13][CH3:14])=[O:11])=[C:4]([N+:15]([O-])=O)[CH:3]=1.[Cl-].[NH4+]. (3) The reactants are: Cl.[CH3:2][C:3]1[CH:11]=[CH:10][C:6]([C:7](=[NH:9])[NH2:8])=[CH:5][CH:4]=1.CCN(CC)CC.[Cl:19][C:20]([SH:23])(Cl)Cl.[OH-].[Na+]. Given the product [Cl:19][C:20]1[S:23][N:8]=[C:7]([C:6]2[CH:10]=[CH:11][C:3]([CH3:2])=[CH:4][CH:5]=2)[N:9]=1, predict the reactants needed to synthesize it. (4) Given the product [OH:26][CH2:25][CH2:24][O:23][CH2:20][CH:21]=[CH:22][C:11]1[CH:10]=[C:9]2[C:14](=[CH:13][CH:12]=1)[N:5]([CH2:4][CH2:3][O:2][CH3:1])[CH:6]=[C:7]([C:17]([OH:19])=[O:18])[C:8]2=[O:16], predict the reactants needed to synthesize it. The reactants are: [CH3:1][O:2][CH2:3][CH2:4][N:5]1[C:14]2[C:9](=[CH:10][C:11](I)=[CH:12][CH:13]=2)[C:8](=[O:16])[C:7]([C:17]([OH:19])=[O:18])=[CH:6]1.[CH2:20]([O:23][CH2:24][CH2:25][OH:26])[CH:21]=[CH2:22]. (5) Given the product [NH2:16][C:10]1[O:11][CH2:12][C:13]([F:14])([F:15])[C@:8]([C:6]2[CH:7]=[C:2]([NH:1][C:26]([C:23]3[CH:22]=[CH:21][C:20]([Cl:19])=[CH:25][N:24]=3)=[O:27])[CH:3]=[CH:4][C:5]=2[F:18])([CH3:17])[N:9]=1, predict the reactants needed to synthesize it. The reactants are: [NH2:1][C:2]1[CH:3]=[CH:4][C:5]([F:18])=[C:6]([C@:8]2([CH3:17])[C:13]([F:15])([F:14])[CH2:12][O:11][C:10]([NH2:16])=[N:9]2)[CH:7]=1.[Cl:19][C:20]1[CH:21]=[CH:22][C:23]([C:26](O)=[O:27])=[N:24][CH:25]=1. (6) The reactants are: [Cl:1][C:2]1[CH:7]=[C:6]([Cl:8])[CH:5]=[CH:4][C:3]=1[C:9]1[S:13][C:12]([C:14]([N:16]2[CH2:21][CH2:20][C:19]([C:25]3[CH:30]=[CH:29][CH:28]=[CH:27][CH:26]=3)([C:22]([NH2:24])=[O:23])[CH2:18][CH2:17]2)=[O:15])=[CH:11][C:10]=1[C:31]1[CH:36]=[CH:35][C:34]([OH:37])=[CH:33][CH:32]=1.C([O-])([O-])=O.[K+].[K+].Cl[CH2:45][CH2:46][CH2:47][OH:48]. Given the product [Cl:1][C:2]1[CH:7]=[C:6]([Cl:8])[CH:5]=[CH:4][C:3]=1[C:9]1[S:13][C:12]([C:14]([N:16]2[CH2:17][CH2:18][C:19]([C:25]3[CH:30]=[CH:29][CH:28]=[CH:27][CH:26]=3)([C:22]([NH2:24])=[O:23])[CH2:20][CH2:21]2)=[O:15])=[CH:11][C:10]=1[C:31]1[CH:32]=[CH:33][C:34]([O:37][CH2:45][CH2:46][CH2:47][OH:48])=[CH:35][CH:36]=1, predict the reactants needed to synthesize it. (7) Given the product [CH3:28][CH2:27][C:26]([N:1]([CH:8]1[CH2:9][CH2:10][N:11]([CH2:14][CH2:15][C:16]2[CH:17]=[CH:18][CH:19]=[CH:20][CH:21]=2)[CH2:12][CH2:13]1)[C:2]1[CH:3]=[CH:4][CH:5]=[CH:6][CH:7]=1)=[O:29], predict the reactants needed to synthesize it. The reactants are: [NH:1]([CH:8]1[CH2:13][CH2:12][N:11]([CH2:14][CH2:15][C:16]2[CH:21]=[CH:20][CH:19]=[CH:18][CH:17]=2)[CH2:10][CH2:9]1)[C:2]1[CH:7]=[CH:6][CH:5]=[CH:4][CH:3]=1.ClC(Cl)C.[C:26](Cl)(=[O:29])[CH2:27][CH3:28].